Dataset: Full USPTO retrosynthesis dataset with 1.9M reactions from patents (1976-2016). Task: Predict the reactants needed to synthesize the given product. (1) Given the product [F:18][C:3]1[C:2]([C:23]2[CH:22]=[N:21][N:20]([CH3:19])[CH:24]=2)=[CH:10][CH:9]=[C:8]2[C:4]=1[CH2:5][CH2:6][N:7]2[C:11]([O:13][C:14]([CH3:17])([CH3:16])[CH3:15])=[O:12], predict the reactants needed to synthesize it. The reactants are: Br[C:2]1[C:3]([F:18])=[C:4]2[C:8](=[CH:9][CH:10]=1)[N:7]([C:11]([O:13][C:14]([CH3:17])([CH3:16])[CH3:15])=[O:12])[CH2:6][CH2:5]2.[CH3:19][N:20]1[CH:24]=[C:23](B2OC(C)(C)C(C)(C)O2)[CH:22]=[N:21]1.C([O-])([O-])=O.[Na+].[Na+]. (2) Given the product [N:1]1([C:7]2[CH:12]=[CH:11][C:10]([NH:13][C:14]([C:16]3[CH:17]=[C:18]([CH:27]=[CH:28][CH:29]=3)[CH2:19][S:20][CH2:21][CH2:22][C:23]([OH:25])=[O:24])=[O:15])=[C:9]([C:30](=[O:48])[NH:31][C:32]3[CH:37]=[N:36][C:35]([C:38]4[CH:43]=[CH:42][CH:41]=[C:40]([C:44]([F:47])([F:45])[F:46])[CH:39]=4)=[N:34][CH:33]=3)[CH:8]=2)[CH2:2][CH2:3][CH2:4][CH2:5][CH2:6]1, predict the reactants needed to synthesize it. The reactants are: [N:1]1([C:7]2[CH:12]=[CH:11][C:10]([NH:13][C:14]([C:16]3[CH:17]=[C:18]([CH:27]=[CH:28][CH:29]=3)[CH2:19][S:20][CH2:21][CH2:22][C:23]([O:25]C)=[O:24])=[O:15])=[C:9]([C:30](=[O:48])[NH:31][C:32]3[CH:33]=[N:34][C:35]([C:38]4[CH:43]=[CH:42][CH:41]=[C:40]([C:44]([F:47])([F:46])[F:45])[CH:39]=4)=[N:36][CH:37]=3)[CH:8]=2)[CH2:6][CH2:5][CH2:4][CH2:3][CH2:2]1.O[Li].O.Cl. (3) Given the product [C:6]([C:5]1[CH:8]=[CH:9][C:2]([NH:20][CH2:19][CH2:18][NH:17][C:10](=[O:11])[O:12][C:13]([CH3:15])([CH3:14])[CH3:16])=[N:3][CH:4]=1)#[N:7], predict the reactants needed to synthesize it. The reactants are: Cl[C:2]1[CH:9]=[CH:8][C:5]([C:6]#[N:7])=[CH:4][N:3]=1.[C:10]([NH:17][CH2:18][CH2:19][NH2:20])([O:12][C:13]([CH3:16])([CH3:15])[CH3:14])=[O:11].C(=O)([O-])[O-].[K+].[K+].